Dataset: Drug-target binding data from BindingDB using Kd measurements. Task: Regression. Given a target protein amino acid sequence and a drug SMILES string, predict the binding affinity score between them. We predict pKd (pKd = -log10(Kd in M); higher means stronger binding). Dataset: bindingdb_kd. (1) The small molecule is COC1OC(CO)C(O)C(SC2(C(=O)[O-])CC(O)C(NC(C)=O)C([C@H](O)[C@H](O)CO)O2)C1O. The target protein sequence is MLAPGSSRVELFKRKNSTVPFEDKAGKVTERVVHSFRLPALVNVDGVMVAIADARYDTSNDNSLIDTVAKYSVDDGETWETQIAIKNSRVSSVSRVVDPTVIVKGNKLYVLVGSYYSSRSYWSSHGDARDWDILLAVGEVTKSIAGGKITASIKWGSPVSLKKFFPAEMEGMHTNQFLGGAGVAIVASNGNLVYPVQVTNKRKQVFSKIFYSEDDGKTWKFGKGRSDFGCSEPVALEWEGKLIINTRVDWKRRLVYESSDMGNTWVEAVGTLSRVWGPSPKSDHPGSQSSFTAVTIEGMRVMLFTHPLNFKGRWLRDRLNLWLTDNQRIYNVGQVSIGDENSAYSSVLYKDDKLYCLHEINTDEVYSLVFARLVGELRIIKSVLRSWKNWDSHLSSICTPADPAASSSESGCGPAVTTVGLVGFLSGNASQNVWEDAYRCVNASTANAERVRNGLKFAGVGGGALWPVSQQGQNQRYRFANHAFTLVASVTIHEAPRAAS.... The pKd is 3.3. (2) The small molecule is O=P([O-])([O-])O[C@H]1[C@@H](O)[C@@H](OP(=O)([O-])[O-])[C@H](O)[C@@H](OP(=O)([O-])[O-])[C@@H]1OP(=O)([O-])[O-]. The target protein (Q93YN9) has sequence MEMILEEKDASDWIYRGEGGANLVLAYAGSSPLFVGKVIRIQKARRNDKAIKNANGVVSVLTSDEQHLWRENNELISSPNKEVLEQRYVKNVIIPLLGPKHVDAGVRVSVSKEFLECVDKKVTKQRPLWRVNAANVDTSHDSALILNDHSLFSQGISSGGDCISVEIKPKCGFLPTSRFIGKENMLKTSVSRFKMHQLLKLEYNEISEESEYDPLDLFSGSKESVLEAIKALYSTPQNNFRVFLNGSLILGGSGESTGRTSPEIGYAFEDALKGFIQSEDGHRTECFLQLVSDAVYGSGVLDRLLEIQKLDKLDIEGAIHSYYDLINQPCPICKEGKPLEAELSLHALPLDESLKIVKEYLIAATAKDCSIMISFQSRNAWDSEPSGDYVSLKPTNQTFDYKVHFIDLSLKPLKRMESYYKLDKKIISFYNRKQKAENTAEQIGNSKPSHS. The pKd is 4.7. (3) The compound is CC(=O)N1CCN(c2ccc(OC[C@H]3CO[C@](Cn4ccnc4)(c4ccc(Cl)cc4Cl)O3)cc2)CC1. The target protein (P9WPL0) has sequence MRRSPKGSPGAVLDLQRRVDQAVSADHAELMTIAKDANTFFGAESVQDPYPLYERMRAAGSVHRIANSDFYAVCGWDAVNEAIGRPEDFSSNLTATMTYTAEGTAKPFEMDPLGGPTHVLATADDPAHAVHRKLVLRHLAAKRIRVMEQFTVQAADRLWVDGMQDGCIEWMGAMANRLPMMVVAELIGLPDPDIAQLVKWGYAATQLLEGLVENDQLVAAGVALMELSGYIFEQFDRAAADPRDNLLGELATACASGELDTLTAQVMMVTLFAAGGESTAALLGSAVWILATRPDIQQQVRANPELLGAFIEETLRYEPPFRGHYRHVRNATTLDGTELPADSHLLLLWGAANRDPAQFEAPGEFRLDRAGGKGHISFGKGAHFCVGAALARLEARIVLRLLLDRTSVIEAADVGGWLPSILVRRIERLELAVQ. The pKd is 3.9. (4) The compound is CC[C@H](C)[C@H](NC(=O)[C@H](CC(N)=O)NC(=O)[C@H](Cc1c[nH]c2ccccc12)NC(=O)[C@H](CC(N)=O)NC(=O)[C@@H](N)CCSC)C(=O)O. The target protein (P45040) has sequence MAIYADNSYSIGNTPLVRLKHFGHNGNVVVKIEGRNPSYSVKCRIGANMVWQAEKDGTLTKGKEIVDATSGNTGIALAYVAAARGYKITLTMPETMSLERKRLLCGLGVNLVLTEGAKGMKGAIAKAEEIVASDPSRYVMLKQFENPANPQIHRETTGPEIWKDTDGKVDVVVAGVGTGGSITGISRAIKLDFGKQITSVAVEPVESPVISQTLAGEEVKPGPHKIQGIGAGFIPKNLDLSIIDRVETVDSDTALATARRLMAEEGILAGISSGAAVAAADRLAKLPEFADKLIVVILPSASERYLSTALFEGIEG. The pKd is 4.6. (5) The drug is Nc1nc(N)c2nc(-c3cccc(O)c3)c(-c3cccc(O)c3)nc2n1. The target is PFCDPK1(Pfalciparum). The pKd is 5.0. (6) The compound is Cc1cc(Nc2cc(N3CCN(C)CC3)nc(Sc3ccc(NC(=O)C4CC4)cc3)n2)[nH]n1. The target protein sequence is HHSTVADGLITTLHYPAPKRNKPTVYGVSPNYDKWEMERTDITMKHKLGGGQYGEVYEGVWKKYSLTVAVKTLKEDTMEVEEFLKEAAVMKEIKHPNLVQLLGVCTREPPFYIINEFMTYGNLLDYLRECNRQEVNAVVLLYMATQISSAMEYLEKKNFIHRDLAARNCLVGENHLVKVADFGLSRLMTGDTYTAHAGAKFPIKWTAPESLAYNKFSIKSDVWAFGVLLWEIATYGMSPYPGIDLSQVYELLEKDYRMERPEGCPEKVYELMRACWQWNPSDRPSFAEIHQAFETMFQES. The pKd is 7.0. (7) The small molecule is CC(=O)N1CCN(c2ccc(OC[C@H]3CO[C@](Cn4ccnc4)(c4ccc(Cl)cc4Cl)O3)cc2)CC1. The target protein (P9WPP0) has sequence MSWNHQSVEIAVRRTTVPSPNLPPGFDFTDPAIYAERLPVAEFAELRSAAPIWWNGQDPGKGGGFHDGGFWAITKLNDVKEISRHSDVFSSYENGVIPRFKNDIAREDIEVQRFVMLNMDAPHHTRLRKIISRGFTPRAVGRLHDELQERAQKIAAEAAAAGSGDFVEQVSCELPLQAIAGLLGVPQEDRGKLFHWSNEMTGNEDPEYAHIDPKASSAELIGYAMKMAEEKAKNPADDIVTQLIQADIDGEKLSDDEFGFFVVMLAVAGNETTRNSITQGMMAFAEHPDQWELYKKVRPETAADEIVRWATPVTAFQRTALRDYELSGVQIKKGQRVVMFYRSANFDEEVFQDPFTFNILRNPNPHVGFGGTGAHYCIGANLARMTINLIFNAVADHMPDLKPISAPERLRSGWLNGIKHWQVDYTGRCPVAH. The pKd is 4.6.